From a dataset of Forward reaction prediction with 1.9M reactions from USPTO patents (1976-2016). Predict the product of the given reaction. (1) Given the reactants [CH3:1][C:2]1[O:6][N:5]=[C:4]([C:7]2[CH:12]=[CH:11][CH:10]=[CH:9][CH:8]=2)[C:3]=1[CH2:13][O:14][C:15]1[CH:16]=[CH:17][C:18]([C:21]([OH:23])=O)=[N:19][CH:20]=1.F[B-](F)(F)F.N1(OC(N(C)C)=[N+](C)C)C2C=CC=CC=2N=N1.C(N(CC)C(C)C)(C)C.[CH3:55][N:56]([CH3:58])[NH2:57], predict the reaction product. The product is: [CH3:55][N:56]([CH3:58])[NH:57][C:21]([C:18]1[CH:17]=[CH:16][C:15]([O:14][CH2:13][C:3]2[C:4]([C:7]3[CH:8]=[CH:9][CH:10]=[CH:11][CH:12]=3)=[N:5][O:6][C:2]=2[CH3:1])=[CH:20][N:19]=1)=[O:23]. (2) Given the reactants [Cl:1][C:2]1[C:11]2[C:6](=[CH:7][C:8]([OH:14])=[C:9]([O:12][CH3:13])[CH:10]=2)[N:5]=[CH:4][CH:3]=1.[CH2:15]([O:22][C:23]([NH:25][C:26]1([CH2:29]O)[CH2:28][CH2:27]1)=[O:24])[C:16]1[CH:21]=[CH:20][CH:19]=[CH:18][CH:17]=1.C1(P(C2C=CC=CC=2)C2C=CC=CC=2)C=CC=CC=1.CCOC(/N=N/C(OCC)=O)=O, predict the reaction product. The product is: [Cl:1][C:2]1[C:11]2[C:6](=[CH:7][C:8]([O:14][CH2:29][C:26]3([NH:25][C:23]([O:22][CH2:15][C:16]4[CH:21]=[CH:20][CH:19]=[CH:18][CH:17]=4)=[O:24])[CH2:27][CH2:28]3)=[C:9]([O:12][CH3:13])[CH:10]=2)[N:5]=[CH:4][CH:3]=1.